The task is: Predict the product of the given reaction.. This data is from Forward reaction prediction with 1.9M reactions from USPTO patents (1976-2016). Given the reactants [F:1][C:2]([F:54])([F:53])[C:3]1[CH:4]=[C:5]([C@H:13]2[O:17][C:16](=[O:18])[N:15]3[C@H:19]([C:22]4[C:27]([C:28]5[CH:29]=[C:30]([C:36]6[CH:41]=[CH:40][C:39]([C:42]([O:44]C)=[O:43])=[CH:38][C:37]=6[CH3:46])[CH:31]=[CH:32][C:33]=5[O:34][CH3:35])=[CH:26][C:25]([CH:47]([CH3:49])[CH3:48])=[C:24]([N:50]([CH3:52])[CH3:51])[N:23]=4)[CH2:20][CH2:21][C@@H:14]23)[CH:6]=[C:7]([C:9]([F:12])([F:11])[F:10])[CH:8]=1.[OH-].[Li+], predict the reaction product. The product is: [F:53][C:2]([F:1])([F:54])[C:3]1[CH:4]=[C:5]([C@H:13]2[O:17][C:16](=[O:18])[N:15]3[C@H:19]([C:22]4[C:27]([C:28]5[CH:29]=[C:30]([C:36]6[CH:41]=[CH:40][C:39]([C:42]([OH:44])=[O:43])=[CH:38][C:37]=6[CH3:46])[CH:31]=[CH:32][C:33]=5[O:34][CH3:35])=[CH:26][C:25]([CH:47]([CH3:49])[CH3:48])=[C:24]([N:50]([CH3:51])[CH3:52])[N:23]=4)[CH2:20][CH2:21][C@@H:14]23)[CH:6]=[C:7]([C:9]([F:10])([F:12])[F:11])[CH:8]=1.